Dataset: Full USPTO retrosynthesis dataset with 1.9M reactions from patents (1976-2016). Task: Predict the reactants needed to synthesize the given product. Given the product [OH:8][CH:9]1[CH2:14][CH2:13][N:12]([S:15](/[CH:18]=[CH:19]/[C:20]2[CH:21]=[N:22][CH:23]=[CH:24][CH:25]=2)(=[O:17])=[O:16])[CH2:11][CH2:10]1, predict the reactants needed to synthesize it. The reactants are: [Si]([O:8][CH:9]1[CH2:14][CH2:13][N:12]([S:15](/[CH:18]=[CH:19]/[C:20]2[CH:21]=[N:22][CH:23]=[CH:24][CH:25]=2)(=[O:17])=[O:16])[CH2:11][CH2:10]1)(C(C)(C)C)(C)C.C(Cl)(=O)C.